This data is from Reaction yield outcomes from USPTO patents with 853,638 reactions. The task is: Predict the reaction yield, written as a fraction of the theoretical maximum amount of product (1.0 means a 100% yield; for example, 0.34 means a 34% yield). (1) The product is [CH2:7]([N:14]1[CH2:19][C:18]([CH3:20])([CH3:21])[CH2:17][CH2:16][CH:15]1[CH2:22][NH2:24])[C:8]1[CH:13]=[CH:12][CH:11]=[CH:10][CH:9]=1. The catalyst is O1CCCC1.O. The reactants are [H-].[Al+3].[Li+].[H-].[H-].[H-].[CH2:7]([N:14]1[CH2:19][C:18]([CH3:21])([CH3:20])[CH2:17][CH2:16][CH:15]1[C:22]([NH2:24])=O)[C:8]1[CH:13]=[CH:12][CH:11]=[CH:10][CH:9]=1.[OH-].[Na+].S([O-])([O-])(=O)=O.[Na+].[Na+]. The yield is 1.00. (2) The product is [C:1]1(=[C:7]([C:18]2[CH:23]=[CH:22][C:21]([OH:24])=[CH:20][CH:19]=2)[C:8]2[CH:17]=[CH:16][C:11]([C:12]([OH:14])=[O:13])=[CH:10][CH:9]=2)[CH2:6][CH2:5][CH2:4][CH2:3][CH2:2]1. The reactants are [C:1]1(=[C:7]([C:18]2[CH:23]=[CH:22][C:21]([OH:24])=[CH:20][CH:19]=2)[C:8]2[CH:17]=[CH:16][C:11]([C:12]([O:14]C)=[O:13])=[CH:10][CH:9]=2)[CH2:6][CH2:5][CH2:4][CH2:3][CH2:2]1.[OH-].[Na+]. The catalyst is C1COCC1.CCO. The yield is 0.520. (3) The reactants are [NH2:1][CH2:2][C@@H:3]1[CH2:7][CH2:6][N:5]([C:8]2[C:17]3[C:12](=[CH:13][C:14]([CH3:18])=[CH:15][CH:16]=3)[N:11]=[C:10]([C:19]3[CH:24]=[CH:23][CH:22]=[CH:21][C:20]=3[OH:25])[N:9]=2)[CH2:4]1.C1COCC1.C(N(CC)CC)C.Cl[C:39]([O:41][CH2:42][CH:43]([CH3:45])[CH3:44])=[O:40]. The catalyst is C(Cl)Cl. The product is [CH2:42]([O:41][C:39](=[O:40])[NH:1][CH2:2][C@@H:3]1[CH2:7][CH2:6][N:5]([C:8]2[C:17]3[C:12](=[CH:13][C:14]([CH3:18])=[CH:15][CH:16]=3)[N:11]=[C:10]([C:19]3[CH:24]=[CH:23][CH:22]=[CH:21][C:20]=3[OH:25])[N:9]=2)[CH2:4]1)[CH:43]([CH3:45])[CH3:44]. The yield is 0.700. (4) The reactants are [I:1][C:2]1[CH:3]=[C:4]([CH:8]=[C:9]([N+:11]([O-:13])=[O:12])[CH:10]=1)[C:5]([OH:7])=[O:6].O=S(Cl)Cl.[CH3:18]O. No catalyst specified. The product is [CH3:18][O:6][C:5](=[O:7])[C:4]1[CH:8]=[C:9]([N+:11]([O-:13])=[O:12])[CH:10]=[C:2]([I:1])[CH:3]=1. The yield is 0.990. (5) The reactants are C(Cl)CCl.Cl.[O:6]=[C:7]1[NH:16][C:15]2[N:14]=[CH:13][C:12](/[CH:17]=[CH:18]/[C:19]([OH:21])=O)=[CH:11][C:10]=2[CH2:9][CH2:8]1.[OH:22][CH2:23][CH2:24][N:25]1[C:33]2[C:28](=[CH:29][CH:30]=[CH:31][CH:32]=2)[C:27]([CH2:34][NH:35][CH3:36])=[CH:26]1.C1C=CC2N(O)N=NC=2C=1.O.C(N(C(C)C)CC)(C)C. The catalyst is CN(C=O)C. The product is [OH:22][CH2:23][CH2:24][N:25]1[C:33]2[C:28](=[CH:29][CH:30]=[CH:31][CH:32]=2)[C:27]([CH2:34][N:35]([CH3:36])[C:19](=[O:21])/[CH:18]=[CH:17]/[C:12]2[CH:13]=[N:14][C:15]3[NH:16][C:7](=[O:6])[CH2:8][CH2:9][C:10]=3[CH:11]=2)=[CH:26]1. The yield is 0.270.